Dataset: Full USPTO retrosynthesis dataset with 1.9M reactions from patents (1976-2016). Task: Predict the reactants needed to synthesize the given product. Given the product [CH2:33]([N:1]([CH2:3][C:5]1[CH:10]=[CH:9][CH:8]=[CH:7][CH:6]=1)[CH2:2][C@H:3]([C:5]1[CH:10]=[C:9]([O:11][CH2:12][C@H:13]2[CH2:17][O:16][C:15]([CH3:18])([CH3:19])[O:14]2)[CH:8]=[CH:7][C:6]=1[F:20])[OH:4])[C:30]1[CH:31]=[CH:32][CH:27]=[CH:28][CH:29]=1, predict the reactants needed to synthesize it. The reactants are: [NH2:1][CH2:2][C@H:3]([C:5]1[CH:10]=[C:9]([O:11][CH2:12][C@H:13]2[CH2:17][O:16][C:15]([CH3:19])([CH3:18])[O:14]2)[CH:8]=[CH:7][C:6]=1[F:20])[OH:4].C([O-])([O-])=O.[K+].[K+].[CH:27]1[CH:32]=[CH:31][C:30]([CH2:33]Br)=[CH:29][CH:28]=1.